This data is from Peptide-MHC class I binding affinity with 185,985 pairs from IEDB/IMGT. The task is: Regression. Given a peptide amino acid sequence and an MHC pseudo amino acid sequence, predict their binding affinity value. This is MHC class I binding data. The peptide sequence is RVYINVVVK. The MHC is HLA-A02:12 with pseudo-sequence HLA-A02:12. The binding affinity (normalized) is 0.395.